This data is from Forward reaction prediction with 1.9M reactions from USPTO patents (1976-2016). The task is: Predict the product of the given reaction. (1) Given the reactants [CH2:1]([O:3][C:4](=[O:31])[C:5]1[CH:10]=[CH:9][C:8]([N:11]2[C:19]3[C:14](=[CH:15][C:16](OS(C(F)(F)F)(=O)=O)=[C:17]([Cl:20])[CH:18]=3)[C:13]([C:29]#[N:30])=[CH:12]2)=[CH:7][CH:6]=1)[CH3:2].[CH3:32]B1OB(C)OB(C)O1.P([O-])([O-])([O-])=O.[K+].[K+].[K+], predict the reaction product. The product is: [CH2:1]([O:3][C:4](=[O:31])[C:5]1[CH:6]=[CH:7][C:8]([N:11]2[C:19]3[C:14](=[CH:15][C:16]([CH3:32])=[C:17]([Cl:20])[CH:18]=3)[C:13]([C:29]#[N:30])=[CH:12]2)=[CH:9][CH:10]=1)[CH3:2]. (2) Given the reactants [CH2:1]([O:3][C:4]([CH:6]1[CH2:9][C:8]([C:11]2[CH:16]=[CH:15][C:14]([CH:17](OCC)OCC)=[CH:13][CH:12]=2)([OH:10])[CH2:7]1)=[O:5])[CH3:2].[OH2:24].C([O-])(=O)C.[Na+].Cl.[NH2:31]O, predict the reaction product. The product is: [CH2:1]([O:3][C:4]([CH:6]1[CH2:9][C:8]([OH:10])([C:11]2[CH:16]=[CH:15][C:14]([CH:17]=[N:31][OH:24])=[CH:13][CH:12]=2)[CH2:7]1)=[O:5])[CH3:2]. (3) Given the reactants [Cl:1][C:2]1[CH:7]=[CH:6][C:5]([O:8][CH3:9])=[C:4]([N:10]=[C:11]=[O:12])[CH:3]=1.[NH3:13], predict the reaction product. The product is: [Cl:1][C:2]1[CH:7]=[CH:6][C:5]([O:8][CH3:9])=[C:4]([NH:10][C:11]([NH2:13])=[O:12])[CH:3]=1. (4) Given the reactants [CH3:1][N:2]1[CH:6]=[CH:5][N:4]=[C:3]1[CH2:7][N:8]1[CH2:13][CH2:12][NH:11][CH2:10][CH2:9]1.[Br:14][C:15]1[C:16](Cl)=[C:17]([N+:22]([O-:24])=[O:23])[C:18]([NH2:21])=[N:19][CH:20]=1, predict the reaction product. The product is: [Br:14][C:15]1[C:16]([N:11]2[CH2:10][CH2:9][N:8]([CH2:7][C:3]3[N:2]([CH3:1])[CH:6]=[CH:5][N:4]=3)[CH2:13][CH2:12]2)=[C:17]([N+:22]([O-:24])=[O:23])[C:18]([NH2:21])=[N:19][CH:20]=1. (5) Given the reactants [F:1][C:2]1[CH:3]=[C:4]([S:8]([C:11]2[CH:20]=[C:19]3[C:14]([CH2:15][CH2:16][C@H:17]([CH2:21][NH:22][CH3:23])[O:18]3)=[CH:13][CH:12]=2)(=[O:10])=[O:9])[CH:5]=[CH:6][CH:7]=1.[CH2:24](N(CC)CC)C.C[N:32]([CH:34]=[O:35])C, predict the reaction product. The product is: [F:1][C:2]1[CH:3]=[C:4]([S:8]([C:11]2[CH:20]=[C:19]3[C:14]([CH2:15][CH2:16][C@H:17]([CH2:21][N:22]([CH3:24])[CH2:23][C:34]([NH2:32])=[O:35])[O:18]3)=[CH:13][CH:12]=2)(=[O:10])=[O:9])[CH:5]=[CH:6][CH:7]=1.